This data is from Forward reaction prediction with 1.9M reactions from USPTO patents (1976-2016). The task is: Predict the product of the given reaction. (1) The product is: [OH:1][C:2]1[CH:10]=[CH:9][C:5]([C:6]([O:8][CH3:16])=[O:7])=[CH:4][C:3]=1[CH3:11]. Given the reactants [OH:1][C:2]1[CH:10]=[CH:9][C:5]([C:6]([OH:8])=[O:7])=[CH:4][C:3]=1[CH3:11].S(Cl)(Cl)=O.[C:16](=O)(O)[O-].[Na+], predict the reaction product. (2) Given the reactants C(OC([N:8]1[CH2:12][C@@H:11]([CH2:13][C:14]([O:16]C)=[O:15])[CH2:10][C@@H:9]1[C:18]1[CH:23]=[CH:22][C:21]([C:24]2[N:28]=[C:27]([C:29]3[CH:34]=[CH:33][C:32]([CH:35]4[CH2:39][CH2:38][CH2:37][CH2:36]4)=[CH:31][CH:30]=3)[O:26][N:25]=2)=[CH:20][CH:19]=1)=O)(C)(C)C.[OH-].[Na+], predict the reaction product. The product is: [CH:35]1([C:32]2[CH:33]=[CH:34][C:29]([C:27]3[O:26][N:25]=[C:24]([C:21]4[CH:22]=[CH:23][C:18]([C@H:9]5[CH2:10][C@H:11]([CH2:13][C:14]([OH:16])=[O:15])[CH2:12][NH:8]5)=[CH:19][CH:20]=4)[N:28]=3)=[CH:30][CH:31]=2)[CH2:36][CH2:37][CH2:38][CH2:39]1. (3) Given the reactants [Cl:1][C:2]1[CH:19]=[CH:18][C:5]([CH2:6][N:7]2[C:15]3[C:14](=[O:16])[NH:13][C:12](=[O:17])[NH:11][C:10]=3[N:9]=[CH:8]2)=[CH:4][CH:3]=1.C1C(=O)N([Cl:27])C(=O)C1, predict the reaction product. The product is: [Cl:27][C:8]1[N:7]([CH2:6][C:5]2[CH:18]=[CH:19][C:2]([Cl:1])=[CH:3][CH:4]=2)[C:15]2[C:14](=[O:16])[NH:13][C:12](=[O:17])[NH:11][C:10]=2[N:9]=1. (4) Given the reactants I[C:2]1[C:7]([CH3:8])=[CH:6][C:5]([C:9]2[CH:14]=[N:13][N:12]([CH3:15])[C:11](=[O:16])[CH:10]=2)=[CH:4][C:3]=1[CH3:17].[F:18][C:19]1[CH:20]=[CH:21][C:22](B2OC(C)(C)C(C)(C)O2)=[C:23]2[C:27]=1[C@H:26]([O:28][C:29]1[CH:42]=[CH:41][C:32]3[C@H:33]([CH2:36][C:37]([O:39][CH3:40])=[O:38])[CH2:34][O:35][C:31]=3[CH:30]=1)[CH2:25][CH2:24]2.BrC1C=CC(F)=C2C=1CC[C@H]2OC1C=CC2[C@H](CC(OC)=O)COC=2C=1, predict the reaction product. The product is: [CH3:17][C:3]1[CH:4]=[C:5]([C:9]2[CH:14]=[N:13][N:12]([CH3:15])[C:11](=[O:16])[CH:10]=2)[CH:6]=[C:7]([CH3:8])[C:2]=1[C:22]1[CH:21]=[CH:20][C:19]([F:18])=[C:27]2[C:23]=1[CH2:24][CH2:25][C@H:26]2[O:28][C:29]1[CH:42]=[CH:41][C:32]2[C@H:33]([CH2:36][C:37]([O:39][CH3:40])=[O:38])[CH2:34][O:35][C:31]=2[CH:30]=1.